This data is from Full USPTO retrosynthesis dataset with 1.9M reactions from patents (1976-2016). The task is: Predict the reactants needed to synthesize the given product. (1) Given the product [O:29]([C:27]1[CH:26]=[CH:25][C:17]([C:18]([O:20][C:21]([CH3:24])([CH3:22])[CH3:23])=[O:19])=[C:16]([NH:15][C:9](=[O:10])[CH2:8][O:1][C:2]2[CH:7]=[CH:6][CH:5]=[CH:4][CH:3]=2)[CH:28]=1)[C:30]1[CH:31]=[CH:32][CH:33]=[CH:34][CH:35]=1, predict the reactants needed to synthesize it. The reactants are: [O:1]([CH2:8][C:9](Cl)=[O:10])[C:2]1[CH:7]=[CH:6][CH:5]=[CH:4][CH:3]=1.C(Cl)Cl.[NH2:15][C:16]1[CH:28]=[C:27]([O:29][C:30]2[CH:35]=[CH:34][CH:33]=[CH:32][CH:31]=2)[CH:26]=[CH:25][C:17]=1[C:18]([O:20][C:21]([CH3:24])([CH3:23])[CH3:22])=[O:19].C(O)(=O)CC(CC(O)=O)(C(O)=O)O. (2) The reactants are: C(N(CC)CC)C.[C:16](O[C:16]([O:18][C:19]([CH3:22])([CH3:21])[CH3:20])=[O:17])([O:18][C:19]([CH3:22])([CH3:21])[CH3:20])=[O:17].[O:23]1[CH:27]=[CH:26][CH:25]=[C:24]1[C:28]1[N:32]([C:33]2[CH:40]=[CH:39][CH:38]=[CH:37][C:34]=2[CH2:35][NH2:36])[N:31]=[C:30]([C:41]([F:44])([F:43])[F:42])[CH:29]=1. Given the product [O:23]1[CH:27]=[CH:26][CH:25]=[C:24]1[C:28]1[N:32]([C:33]2[CH:40]=[CH:39][CH:38]=[CH:37][C:34]=2[CH2:35][NH:36][C:16](=[O:17])[O:18][C:19]([CH3:20])([CH3:21])[CH3:22])[N:31]=[C:30]([C:41]([F:43])([F:42])[F:44])[CH:29]=1, predict the reactants needed to synthesize it. (3) Given the product [CH:6]1([NH:1][CH2:2][CH:3]([OH:5])[CH3:4])[CH2:11][CH2:10][CH2:9][CH2:8][CH2:7]1, predict the reactants needed to synthesize it. The reactants are: [NH2:1][CH2:2][CH:3]([OH:5])[CH3:4].[C:6]1(=O)[CH2:11][CH2:10][CH2:9][CH2:8][CH2:7]1.[BH4-].[Na+]. (4) Given the product [CH3:2][S:3]([OH:6])(=[O:5])=[O:4].[CH3:2][S:3]([OH:6])(=[O:5])=[O:4].[OH:7][C:8]1[CH:31]=[CH:30][C:29]([O:32][CH2:33][CH2:34][N:35]2[CH2:40][CH2:39][N:38]([CH3:41])[CH2:37][CH2:36]2)=[CH:28][C:9]=1[C:10]([NH:12][C:13]1[CH:21]=[C:20]([C:22]2[CH:23]=[CH:24][CH:25]=[CH:26][CH:27]=2)[CH:19]=[CH:18][C:14]=1[C:15]([OH:17])=[O:16])=[O:11], predict the reactants needed to synthesize it. The reactants are: O.[CH3:2][S:3]([OH:6])(=[O:5])=[O:4].[OH:7][C:8]1[CH:31]=[CH:30][C:29]([O:32][CH2:33][CH2:34][N:35]2[CH2:40][CH2:39][N:38]([CH3:41])[CH2:37][CH2:36]2)=[CH:28][C:9]=1[C:10]([NH:12][C:13]1[CH:21]=[C:20]([C:22]2[CH:27]=[CH:26][CH:25]=[CH:24][CH:23]=2)[CH:19]=[CH:18][C:14]=1[C:15]([OH:17])=[O:16])=[O:11]. (5) Given the product [Cl:1][C:2]1[CH:7]=[CH:6][C:5]([C:8]2[N:12]([CH2:13][C:14]3[CH:15]=[C:16]([CH:20]=[CH:21][CH:22]=3)[C:17]([N:53]([CH3:54])[CH3:52])=[O:19])[C:11](=[O:23])[N:10]([CH2:24][C:25]([NH:27][C:28]([CH3:40])([C:30]3[CH:35]=[CH:34][CH:33]=[C:32]([C:36]([F:37])([F:39])[F:38])[CH:31]=3)[CH3:29])=[O:26])[N:9]=2)=[CH:4][CH:3]=1, predict the reactants needed to synthesize it. The reactants are: [Cl:1][C:2]1[CH:7]=[CH:6][C:5]([C:8]2[N:12]([CH2:13][C:14]3[CH:15]=[C:16]([CH:20]=[CH:21][CH:22]=3)[C:17]([OH:19])=O)[C:11](=[O:23])[N:10]([CH2:24][C:25]([NH:27][C:28]([CH3:40])([C:30]3[CH:35]=[CH:34][CH:33]=[C:32]([C:36]([F:39])([F:38])[F:37])[CH:31]=3)[CH3:29])=[O:26])[N:9]=2)=[CH:4][CH:3]=1.C1C=CC2N(O)N=NC=2C=1.C[CH2:52][N:53]=[C:54]=NCCCN(C)C.Cl.Cl.CNC.C(N(CC)C(C)C)(C)C. (6) Given the product [CH:36]1([C:32]2[N:31]=[CH:30][C:29]([C:25]3[CH:24]=[C:23]([C:21]4[CH2:20][C:19](=[O:39])[NH:18][C:9]5[CH:10]=[C:11]([C:14]([F:17])([F:16])[F:15])[CH:12]=[CH:13][C:8]=5[N:7]=4)[CH:28]=[CH:27][CH:26]=3)=[C:34]([CH3:35])[CH:33]=2)[CH2:38][CH2:37]1, predict the reactants needed to synthesize it. The reactants are: C(OC(=O)[NH:7][C:8]1[CH:13]=[CH:12][C:11]([C:14]([F:17])([F:16])[F:15])=[CH:10][C:9]=1[NH:18][C:19](=[O:39])[CH2:20][C:21]([C:23]1[CH:28]=[CH:27][CH:26]=[C:25]([C:29]2[CH:30]=[N:31][C:32]([CH:36]3[CH2:38][CH2:37]3)=[CH:33][C:34]=2[CH3:35])[CH:24]=1)=O)(C)(C)C.C(O)(C(F)(F)F)=O. (7) Given the product [S:58]1[C:62]([C:33]2[C:34]3=[N:35][N:36]([C:39]4[CH:44]=[CH:43][N:42]=[CH:41][CH:40]=4)[N:37]=[C:38]3[C:30]([C:23]3[CH:24]=[CH:25][C:26]4[C:27]5[C:19](=[CH:18][C:17]([C:5]6[C:6]7[C:7](=[N:8][N:9]([C:11]8[CH:12]=[CH:13][N:14]=[CH:15][CH:16]=8)[N:10]=7)[C:2]([C:62]7[S:58][C:59]8[CH:69]=[CH:68][CH:67]=[CH:66][C:60]=8[CH:61]=7)=[CH:3][CH:4]=6)=[CH:29][CH:28]=5)[C:20]([CH2:52][CH2:53][CH2:54][CH2:55][CH2:56][CH3:57])([CH2:46][CH2:47][CH2:48][CH2:49][CH2:50][CH3:51])[C:21]=4[CH:22]=3)=[CH:31][CH:32]=2)=[CH:61][C:60]2[CH:66]=[CH:67][CH:68]=[CH:69][C:59]1=2, predict the reactants needed to synthesize it. The reactants are: Br[C:2]1[C:7]2=[N:8][N:9]([C:11]3[CH:16]=[CH:15][N:14]=[CH:13][CH:12]=3)[N:10]=[C:6]2[C:5]([C:17]2[CH:29]=[CH:28][C:27]3[C:26]4[C:21](=[CH:22][C:23]([C:30]5[C:38]6[C:34](=[N:35][N:36]([C:39]7[CH:44]=[CH:43][N:42]=[CH:41][CH:40]=7)[N:37]=6)[C:33](Br)=[CH:32][CH:31]=5)=[CH:24][CH:25]=4)[C:20]([CH2:52][CH2:53][CH2:54][CH2:55][CH2:56][CH3:57])([CH2:46][CH2:47][CH2:48][CH2:49][CH2:50][CH3:51])[C:19]=3[CH:18]=2)=[CH:4][CH:3]=1.[S:58]1[C:62](B(O)O)=[CH:61][C:60]2[CH:66]=[CH:67][CH:68]=[CH:69][C:59]1=2.C(=O)([O-])[O-].[Na+].[Na+].[OH-].[Na+].